This data is from Forward reaction prediction with 1.9M reactions from USPTO patents (1976-2016). The task is: Predict the product of the given reaction. (1) The product is: [CH2:6]([S:1]([Cl:5])(=[O:3])=[O:2])[CH2:7][CH2:8][CH2:9][CH2:10][CH2:11][CH2:12][CH3:13]. Given the reactants [S:1]([Cl:5])(Cl)(=[O:3])=[O:2].[CH2:6](SC#N)[CH2:7][CH2:8][CH2:9][CH2:10][CH2:11][CH2:12][CH3:13].C(O)(=O)C, predict the reaction product. (2) Given the reactants [C:1]([O:5][C:6]([NH:8][C@@H:9]([CH:40]([CH3:42])[CH3:41])[C:10]([NH:12][C@@H:13]([CH2:25][C:26]1[CH:31]=[CH:30][CH:29]=[C:28]([O:32][Si:33]([C:36]([CH3:39])([CH3:38])[CH3:37])([CH3:35])[CH3:34])[CH:27]=1)[C:14]([N:16]1[CH2:21][CH2:20][CH2:19][C@@H:18]([C:22]([OH:24])=[O:23])[NH:17]1)=[O:15])=[O:11])=[O:7])([CH3:4])([CH3:3])[CH3:2].[CH:43]([C:45]1[CH:53]=[C:52]2[C:48]([CH2:49][CH2:50][C@H:51]2O)=[CH:47][CH:46]=1)=[CH2:44].C(N=C=NCCCN(C)C)C, predict the reaction product. The product is: [CH:43]([C:45]1[CH:53]=[C:52]2[C:48]([CH2:49][CH2:50][C@H:51]2[O:23][C:22]([C@@H:18]2[CH2:19][CH2:20][CH2:21][N:16]([C:14](=[O:15])[C@@H:13]([NH:12][C:10](=[O:11])[C@@H:9]([NH:8][C:6]([O:5][C:1]([CH3:2])([CH3:3])[CH3:4])=[O:7])[CH:40]([CH3:42])[CH3:41])[CH2:25][C:26]3[CH:31]=[CH:30][CH:29]=[C:28]([O:32][Si:33]([C:36]([CH3:39])([CH3:38])[CH3:37])([CH3:34])[CH3:35])[CH:27]=3)[NH:17]2)=[O:24])=[CH:47][CH:46]=1)=[CH2:44].